This data is from Catalyst prediction with 721,799 reactions and 888 catalyst types from USPTO. The task is: Predict which catalyst facilitates the given reaction. (1) Reactant: Br[C:2]1[CH:3]=[C:4]2[C:10]([C:11]3[CH:16]=[CH:15][C:14]([CH2:17][N:18]4[CH2:23][CH2:22][N:21]([CH3:24])[CH2:20][CH2:19]4)=[CH:13][CH:12]=3)=[CH:9][N:8](S(C3C=CC(C)=CC=3)(=O)=O)[C:5]2=[N:6][CH:7]=1.NC(OB([C:41]1[CH:46]=[CH:45][CH:44]=[CH:43][CH:42]=1)O)=O.[C:47]([O-:50])([O-])=O.[Na+].[Na+].O.CC#[N:56]. Product: [CH3:24][N:21]1[CH2:22][CH2:23][N:18]([CH2:17][C:14]2[CH:15]=[CH:16][C:11]([C:10]3[C:4]4[C:5](=[N:6][CH:7]=[C:2]([C:41]5[CH:42]=[CH:43][C:44]([C:47]([NH2:56])=[O:50])=[CH:45][CH:46]=5)[CH:3]=4)[NH:8][CH:9]=3)=[CH:12][CH:13]=2)[CH2:19][CH2:20]1. The catalyst class is: 235. (2) Reactant: [Br-].[CH3:2][P+](C1C=CC=CC=1)(C1C=CC=CC=1)C1C=CC=CC=1.[NH2-].[Na+].[Cl:24][C:25]1[CH:30]=[CH:29][C:28]([C:31]2[N:35]=[C:34]([N:36]3[CH2:41][CH2:40][N:39]([CH2:42][C:43]([C:45]4[CH:50]=[CH:49][C:48]([O:51][CH3:52])=[CH:47][CH:46]=4)=O)[CH2:38][CH2:37]3)[S:33][N:32]=2)=[CH:27][CH:26]=1.O.CCOC(C)=O. Product: [Cl:24][C:25]1[CH:26]=[CH:27][C:28]([C:31]2[N:35]=[C:34]([N:36]3[CH2:41][CH2:40][N:39]([CH2:42][C:43]([C:45]4[CH:46]=[CH:47][C:48]([O:51][CH3:52])=[CH:49][CH:50]=4)=[CH2:2])[CH2:38][CH2:37]3)[S:33][N:32]=2)=[CH:29][CH:30]=1. The catalyst class is: 1.